From a dataset of Forward reaction prediction with 1.9M reactions from USPTO patents (1976-2016). Predict the product of the given reaction. Given the reactants [OH:1][CH:2]([C:6]1[CH:7]=[C:8]2[C:25](=[CH:26][CH:27]=1)[C:12]1=[N:13][O:14][C:15]([C:16]3[CH:21]=[CH:20][C:19]([CH2:22][CH2:23][CH3:24])=[CH:18][CH:17]=3)=[C:11]1[CH2:10][CH2:9]2)[C:3]([OH:5])=O.CN1CCOCC1.Cl.[NH2:36][CH2:37][CH2:38][S:39]([CH3:42])(=[O:41])=[O:40].F[P-](F)(F)(F)(F)F.N1(O[P+](N(C)C)(N(C)C)N(C)C)C2C=CC=CC=2N=N1, predict the reaction product. The product is: [OH:1][CH:2]([C:6]1[CH:7]=[C:8]2[C:25](=[CH:26][CH:27]=1)[C:12]1=[N:13][O:14][C:15]([C:16]3[CH:17]=[CH:18][C:19]([CH2:22][CH2:23][CH3:24])=[CH:20][CH:21]=3)=[C:11]1[CH2:10][CH2:9]2)[C:3]([NH:36][CH2:37][CH2:38][S:39]([CH3:42])(=[O:41])=[O:40])=[O:5].